This data is from Forward reaction prediction with 1.9M reactions from USPTO patents (1976-2016). The task is: Predict the product of the given reaction. (1) Given the reactants [Cl:1][C:2]1[CH:10]=[C:9]2[C:5]([CH:6]=[CH:7][NH:8]2)=[CH:4][C:3]=1B1OCC(C)(C)CO1.[C:19](=O)([O-])[O-:20].[K+].[K+].Br[C:26]1[CH:37]=[CH:36][C:29]([O:30][CH2:31][CH2:32][C:33]([OH:35])=[O:34])=[CH:28][CH:27]=1, predict the reaction product. The product is: [Cl:1][C:2]1[CH:10]=[C:9]2[C:5]([C:6]([CH:19]=[O:20])=[CH:7][NH:8]2)=[CH:4][C:3]=1[C:26]1[CH:37]=[CH:36][C:29]([O:30][CH2:31][CH2:32][C:33]([OH:35])=[O:34])=[CH:28][CH:27]=1. (2) Given the reactants [OH-].[Li+].[CH3:3][O:4][C:5]1[CH:6]=[C:7]([CH:10]=[CH:11][C:12]=1[N:13]1[CH:17]=[C:16]([CH3:18])[N:15]=[CH:14]1)[CH:8]=O.[Cl:19][C:20]1[CH:21]=[C:22]([C@H:26]2[N:34]3[C@@H:29]([CH2:30][CH2:31][CH:32](P(=O)(OCC)OCC)[C:33]3=[O:35])[CH2:28][CH2:27]2)[CH:23]=[CH:24][CH:25]=1.C(O)C, predict the reaction product. The product is: [Cl:19][C:20]1[CH:21]=[C:22]([C@H:26]2[N:34]3[C@@H:29]([CH2:30][CH2:31]/[C:32](=[CH:8]\[C:7]4[CH:10]=[CH:11][C:12]([N:13]5[CH:17]=[C:16]([CH3:18])[N:15]=[CH:14]5)=[C:5]([O:4][CH3:3])[CH:6]=4)/[C:33]3=[O:35])[CH2:28][CH2:27]2)[CH:23]=[CH:24][CH:25]=1. (3) Given the reactants [Cl:1][C:2]1[CH:7]=[CH:6][C:5]([C:8]2[CH:13]=[CH:12][CH:11]=[CH:10][C:9]=2[S:14]([NH:17][C:18]2[CH:27]=[CH:26][C:25]([O:28][CH3:29])=[C:24]3[C:19]=2[CH2:20][CH2:21][C@H:22]([NH:30][C:31](=O)OCC)[CH2:23]3)(=[O:16])=[O:15])=[CH:4][CH:3]=1, predict the reaction product. The product is: [Cl:1][C:2]1[CH:3]=[CH:4][C:5]([C:8]2[C:9]([S:14]([NH:17][C:18]3[C:19]4[CH2:20][CH2:21][C@H:22]([NH:30][CH3:31])[CH2:23][C:24]=4[C:25]([O:28][CH3:29])=[CH:26][CH:27]=3)(=[O:15])=[O:16])=[CH:10][CH:11]=[CH:12][CH:13]=2)=[CH:6][CH:7]=1. (4) Given the reactants O[CH2:2][C@H:3]1[CH2:8][CH2:7][CH2:6][CH2:5][N:4]1[CH2:9][CH2:10][C:11]1[CH:16]=[CH:15][C:14]([O:17][CH3:18])=[CH:13][CH:12]=1.C(N(CC)CC)C.CS([Cl:30])(=O)=O.C(=O)([O-])O.[Na+], predict the reaction product. The product is: [Cl:30][C@@H:6]1[CH2:7][CH2:8][CH2:2][CH2:3][N:4]([CH2:9][CH2:10][C:11]2[CH:12]=[CH:13][C:14]([O:17][CH3:18])=[CH:15][CH:16]=2)[CH2:5]1. (5) Given the reactants [O:1]=[C:2]1[CH2:7][C:6](=O)[CH2:5][CH2:4][N:3]1[C:9]([O:11][C:12]([CH3:15])([CH3:14])[CH3:13])=[O:10].[F:16][CH:17]([F:25])[C:18]1[CH:19]=[C:20]([CH:22]=[CH:23][CH:24]=1)[NH2:21].FC(F)(F)S([O-])(=O)=O.[Yb+3].FC(F)(F)S([O-])(=O)=O.FC(F)(F)S([O-])(=O)=O, predict the reaction product. The product is: [F:16][CH:17]([F:25])[C:18]1[CH:19]=[C:20]([NH:21][C:6]2[CH2:5][CH2:4][N:3]([C:9]([O:11][C:12]([CH3:15])([CH3:14])[CH3:13])=[O:10])[C:2](=[O:1])[CH:7]=2)[CH:22]=[CH:23][CH:24]=1. (6) Given the reactants [NH2:1][C:2]1[N:10]=[CH:9][N:8]=[C:7]2[C:3]=1[N:4]=[C:5]([S:17][C:18]1[NH:19][C:20]3[C:25]([CH:26]=1)=[CH:24][CH:23]=[CH:22][CH:21]=3)[N:6]2[CH2:11][CH2:12][O:13][C:14](=[O:16])[CH3:15].C1C(=O)N([Cl:34])C(=O)C1.CCOC(C)=O.C([O-])(O)=O.[Na+].CCOC(C)=O.CCN(CC)CC, predict the reaction product. The product is: [NH2:1][C:2]1[N:10]=[CH:9][N:8]=[C:7]2[C:3]=1[N:4]=[C:5]([S:17][C:18]1[NH:19][C:20]3[C:25]([C:26]=1[Cl:34])=[CH:24][CH:23]=[CH:22][CH:21]=3)[N:6]2[CH2:11][CH2:12][O:13][C:14](=[O:16])[CH3:15]. (7) Given the reactants [Cl:1][C:2]1[C:24]([N:25]2[CH2:30][CH2:29][CH:28]([C:31]([F:34])([F:33])[F:32])[CH2:27][CH2:26]2)=[CH:23][C:5]2[N:6]([CH3:22])[C:7]([NH:9][C:10]3[CH:11]=[C:12]([CH:15]=[CH:16][C:17]=3[C:18]([F:21])([F:20])[F:19])[C:13]#[N:14])=[N:8][C:4]=2[CH:3]=1, predict the reaction product. The product is: [F:20][C:18]([F:19])([F:21])[C:17]1[CH:16]=[CH:15][C:12]([CH2:13][NH2:14])=[CH:11][C:10]=1[NH:9][C:7]1[N:6]([CH3:22])[C:5]2[CH:23]=[C:24]([N:25]3[CH2:30][CH2:29][CH:28]([C:31]([F:33])([F:34])[F:32])[CH2:27][CH2:26]3)[C:2]([Cl:1])=[CH:3][C:4]=2[N:8]=1. (8) Given the reactants [Cl:1][C:2]1[CH:7]=[CH:6][C:5]([C:8]2[S:12][C:11]([C:13]([O:15]C)=O)=[C:10](/[N:17]=[CH:18]/[N:19]([CH3:21])C)[CH:9]=2)=[CH:4][CH:3]=1.[CH3:22][N:23]1[CH2:28][CH2:27][N:26]([CH3:29])[CH2:25][CH:24]1[CH2:30][O:31][C:32]1[CH:33]=[C:34](CN)[CH:35]=[CH:36][CH:37]=1, predict the reaction product. The product is: [Cl:1][C:2]1[CH:3]=[CH:4][C:5]([C:8]2[S:12][C:11]3[C:13](=[O:15])[N:19]([CH2:21][C:36]4[CH:35]=[CH:34][CH:33]=[C:32]([O:31][CH2:30][CH:24]5[CH2:25][N:26]([CH3:29])[CH2:27][CH2:28][N:23]5[CH3:22])[CH:37]=4)[CH:18]=[N:17][C:10]=3[CH:9]=2)=[CH:6][CH:7]=1.